This data is from Forward reaction prediction with 1.9M reactions from USPTO patents (1976-2016). The task is: Predict the product of the given reaction. Given the reactants [CH3:1][O:2][C:3]([NH:5][C@H:6]([C:11]([N:13]1[CH2:17][C@@H:16]([CH3:18])[CH2:15][C@H:14]1[C:19]1[NH:20][C:21]([C:24]2[CH:29]=[C:28]3[CH2:30][O:31][C:32]4[CH:59]=[C:58]5[C:35]([CH:36]=[CH:37][C:38]6[N:42]=[C:41]([C@@H:43]7[CH2:47][C@H:46]([CH2:48][O:49][CH3:50])[CH2:45][N:44]7C(OC(C)(C)C)=O)[NH:40][C:39]=65)=[CH:34][C:33]=4[C:27]3=[CH:26][CH:25]=2)=[CH:22][N:23]=1)=[O:12])[C@@H:7]([CH2:9][CH3:10])[CH3:8])=[O:4].[CH3:60][O:61][C:62]([NH:64][C@@H:65]([C@@H:69]([CH3:72])[CH2:70][CH3:71])[C:66](O)=[O:67])=[O:63].CN(C(ON1N=NC2C=CC=NC1=2)=[N+](C)C)C.F[P-](F)(F)(F)(F)F.CN1CCOCC1, predict the reaction product. The product is: [CH3:1][O:2][C:3]([NH:5][C@@H:6]([C@H:7]([CH3:8])[CH2:9][CH3:10])[C:11]([N:13]1[CH2:17][C@@H:16]([CH3:18])[CH2:15][C@H:14]1[C:19]1[NH:20][C:21]([C:24]2[CH:29]=[C:28]3[CH2:30][O:31][C:32]4[CH:59]=[C:58]5[C:35]([CH:36]=[CH:37][C:38]6[N:42]=[C:41]([C@@H:43]7[CH2:47][C@H:46]([CH2:48][O:49][CH3:50])[CH2:45][N:44]7[C:66](=[O:67])[CH:65]([NH:64][C:62](=[O:63])[O:61][CH3:60])[C@H:69]([CH3:72])[CH2:70][CH3:71])[NH:40][C:39]=65)=[CH:34][C:33]=4[C:27]3=[CH:26][CH:25]=2)=[CH:22][N:23]=1)=[O:12])=[O:4].